From a dataset of Reaction yield outcomes from USPTO patents with 853,638 reactions. Predict the reaction yield, written as a fraction of the theoretical maximum amount of product (1.0 means a 100% yield; for example, 0.34 means a 34% yield). (1) The reactants are [CH3:1][N:2]([CH3:20])[CH2:3][CH2:4][CH2:5][O:6][C:7]1[CH:12]=[CH:11][C:10]([NH2:13])=[CH:9][C:8]=1[C:14]1[N:15]([CH3:19])[N:16]=[CH:17][CH:18]=1.[F:21][C:22]1[CH:27]=[CH:26][C:25]([N:28]=[C:29]=[O:30])=[CH:24][CH:23]=1. The catalyst is C(Cl)Cl. The product is [CH3:20][N:2]([CH3:1])[CH2:3][CH2:4][CH2:5][O:6][C:7]1[CH:12]=[CH:11][C:10]([NH:13][C:29]([NH:28][C:25]2[CH:26]=[CH:27][C:22]([F:21])=[CH:23][CH:24]=2)=[O:30])=[CH:9][C:8]=1[C:14]1[N:15]([CH3:19])[N:16]=[CH:17][CH:18]=1. The yield is 0.730. (2) The reactants are [NH2:1][C:2]1[C:9]([NH:10][CH2:11][C@@H:12]2[CH2:16][CH2:15][N:14]([C:17]([CH:19]3[CH2:21][CH2:20]3)=[O:18])[CH2:13]2)=[CH:8][CH:7]=[CH:6][C:3]=1[C:4]#[N:5].[Br:22][C:23]1[CH:30]=[CH:29][C:26]([CH:27]=O)=[CH:25][CH:24]=1. The catalyst is C(O)CCC. The product is [Br:22][C:23]1[CH:30]=[CH:29][C:26]([C:27]2[N:10]([CH2:11][C@@H:12]3[CH2:16][CH2:15][N:14]([C:17]([CH:19]4[CH2:21][CH2:20]4)=[O:18])[CH2:13]3)[C:9]3[CH:8]=[CH:7][CH:6]=[C:3]([C:4]#[N:5])[C:2]=3[N:1]=2)=[CH:25][CH:24]=1. The yield is 0.293.